From a dataset of Full USPTO retrosynthesis dataset with 1.9M reactions from patents (1976-2016). Predict the reactants needed to synthesize the given product. (1) Given the product [CH3:9][C:10]1[CH:11]=[C:12]([NH:13][C:1]([C:3]2[CH:4]=[N:5][CH:6]=[CH:7][CH:8]=2)=[NH:2])[CH:14]=[CH:15][C:16]=1[CH3:17], predict the reactants needed to synthesize it. The reactants are: [C:1]([C:3]1[CH:4]=[N:5][CH:6]=[CH:7][CH:8]=1)#[N:2].[CH3:9][C:10]1[CH:11]=[C:12]([CH:14]=[CH:15][C:16]=1[CH3:17])[NH2:13].[K+].[Br-]. (2) Given the product [Br:1][C:2]1[CH:10]=[C:6]([C:7]([N:17]2[C:18]3[C:14](=[CH:13][C:12]([F:11])=[CH:20][CH:19]=3)[CH2:15][CH2:16]2)=[O:9])[CH:5]=[N:4][CH:3]=1, predict the reactants needed to synthesize it. The reactants are: [Br:1][C:2]1[CH:3]=[N:4][CH:5]=[C:6]([CH:10]=1)[C:7]([OH:9])=O.[F:11][C:12]1[CH:13]=[C:14]2[C:18](=[CH:19][CH:20]=1)[NH:17][CH2:16][CH2:15]2.CN(C(ON1N=NC2C=CC=CC1=2)=[N+](C)C)C.[B-](F)(F)(F)F.O. (3) Given the product [CH3:8][O:9][C:10]([C:12]1[C:17]([NH:18][C:2]([O:4][CH:5]([CH3:7])[CH3:6])=[O:3])=[CH:16][CH:15]=[C:14]([Cl:19])[N:13]=1)=[O:11], predict the reactants needed to synthesize it. The reactants are: Cl[C:2]([O:4][CH:5]([CH3:7])[CH3:6])=[O:3].[CH3:8][O:9][C:10]([C:12]1[C:17]([NH2:18])=[CH:16][CH:15]=[C:14]([Cl:19])[N:13]=1)=[O:11].N1C=CC=CC=1. (4) Given the product [ClH:1].[Cl:1][C:2]1[CH:3]=[CH:4][C:5]([O:28][CH3:29])=[C:6]([S:8]([O:11][C:12]2[CH:13]=[C:14]([CH:24]=[C:25]([CH3:27])[CH:26]=2)[O:15][CH2:16][CH2:17][CH2:18][O:19][NH:20][C:21]([NH2:23])=[NH:22])(=[O:9])=[O:10])[CH:7]=1, predict the reactants needed to synthesize it. The reactants are: [Cl:1][C:2]1[CH:3]=[CH:4][C:5]([O:28][CH3:29])=[C:6]([S:8]([O:11][C:12]2[CH:13]=[C:14]([CH:24]=[C:25]([CH3:27])[CH:26]=2)[O:15][CH2:16][CH2:17][CH2:18][O:19][NH:20][C:21]([NH2:23])=[NH:22])(=[O:10])=[O:9])[CH:7]=1.C(OCC)C.Cl. (5) Given the product [C:1]([O:5][C:6]([N:7]1[CH2:10][C:20](=[O:21])[N:19]([CH3:18])[CH2:9][C@@H:8]1[CH3:12])=[O:11])([CH3:3])([CH3:4])[CH3:2], predict the reactants needed to synthesize it. The reactants are: [C:1]([O:5][C:6](=[O:11])[N:7]([CH3:10])[CH2:8][CH3:9])([CH3:4])([CH3:3])[CH3:2].[C:12](=O)([O-])[O-].[Cs+].[Cs+].[CH3:18][N:19](C)[CH:20]=[O:21].